Dataset: Full USPTO retrosynthesis dataset with 1.9M reactions from patents (1976-2016). Task: Predict the reactants needed to synthesize the given product. Given the product [CH2:10]([C:17]1[O:18][C:19]2[CH:52]=[CH:51][CH:50]=[CH:49][C:20]=2[C:21]=1[C:22]1[CH:23]=[CH:24][C:25]([C:26]2[CH:31]=[CH:30][C:29]([CH2:32][S:33]([CH2:34][C@H:35]([NH:39][C:40]([O:42][C:43]([CH3:46])([CH3:44])[CH3:45])=[O:41])[C:36]([OH:38])=[O:37])(=[O:6])=[O:5])=[CH:28][CH:27]=2)=[CH:47][CH:48]=1)[C:11]1[CH:12]=[CH:13][CH:14]=[CH:15][CH:16]=1, predict the reactants needed to synthesize it. The reactants are: B1([O-])OO1.[OH2:5].[OH2:6].O.O.[Na+].[CH2:10]([C:17]1[O:18][C:19]2[CH:52]=[CH:51][CH:50]=[CH:49][C:20]=2[C:21]=1[C:22]1[CH:48]=[CH:47][C:25]([C:26]2[CH:31]=[CH:30][C:29]([CH2:32][S:33][CH2:34][C@H:35]([NH:39][C:40]([O:42][C:43]([CH3:46])([CH3:45])[CH3:44])=[O:41])[C:36]([OH:38])=[O:37])=[CH:28][CH:27]=2)=[CH:24][CH:23]=1)[C:11]1[CH:16]=[CH:15][CH:14]=[CH:13][CH:12]=1.